Dataset: Forward reaction prediction with 1.9M reactions from USPTO patents (1976-2016). Task: Predict the product of the given reaction. (1) Given the reactants N#N.O[CH2:4][C:5]1[O:9][N:8]=[C:7]([C:10](=[O:12])[CH3:11])[CH:6]=1.CCN(CC)CC.S([Cl:24])(C)(=O)=O, predict the reaction product. The product is: [Cl:24][CH2:4][C:5]1[O:9][N:8]=[C:7]([C:10](=[O:12])[CH3:11])[CH:6]=1. (2) Given the reactants [CH2:1]([S:3]([O-:5])=[O:4])[CH3:2].[Na+].[Cl:7][C:8]1[N:13]=[C:12]([N:14]2[CH2:19][CH2:18][O:17][CH2:16][CH2:15]2)[CH:11]=[C:10]([CH2:20]I)[N:9]=1, predict the reaction product. The product is: [Cl:7][C:8]1[N:13]=[C:12]([N:14]2[CH2:19][CH2:18][O:17][CH2:16][CH2:15]2)[CH:11]=[C:10]([CH2:20][S:3]([CH2:1][CH3:2])(=[O:5])=[O:4])[N:9]=1.